This data is from Forward reaction prediction with 1.9M reactions from USPTO patents (1976-2016). The task is: Predict the product of the given reaction. (1) Given the reactants Br[C:2]1[C:3]([CH3:10])=[N:4][C:5]([O:8][CH3:9])=[CH:6][CH:7]=1.[C:11]([O:14][CH2:15][C:16]1[C:21]([N:22]2[N:31]=[CH:30][C:29]3[C:24](=[C:25]([F:36])[CH:26]=[C:27]([C:32]([CH3:35])([CH3:34])[CH3:33])[CH:28]=3)[C:23]2=[O:37])=[CH:20][CH:19]=[CH:18][C:17]=1[B-](F)(F)F)(=[O:13])[CH3:12].[K+].[O-]P([O-])([O-])=O.[K+].[K+].[K+].CC(C1C=C(C(C)C)C(C2C=CC=CC=2P(C2CCCCC2)C2CCCCC2)=C(C(C)C)C=1)C, predict the reaction product. The product is: [C:11]([O:14][CH2:15][C:16]1[C:17]([C:2]2[C:3]([CH3:10])=[N:4][C:5]([O:8][CH3:9])=[CH:6][CH:7]=2)=[CH:18][CH:19]=[CH:20][C:21]=1[N:22]1[N:31]=[CH:30][C:29]2[C:24](=[C:25]([F:36])[CH:26]=[C:27]([C:32]([CH3:34])([CH3:33])[CH3:35])[CH:28]=2)[C:23]1=[O:37])(=[O:13])[CH3:12]. (2) Given the reactants [CH2:1]([O:3][C:4](=[O:15])[C:5]1[CH:10]=[C:9]([N+:11]([O-:13])=[O:12])[CH:8]=[CH:7][C:6]=1F)[CH3:2].C(N(C(C)C)CC)(C)C.C[N:26]1C(=O)[CH2:29][CH2:28][CH2:27]1, predict the reaction product. The product is: [N+:11]([C:9]1[CH:8]=[CH:7][C:6]2[N:26]3[C@H:2]([CH2:1][O:3][C:4](=[O:15])[C:5]=2[CH:10]=1)[CH2:29][CH2:28][CH2:27]3)([O-:13])=[O:12]. (3) Given the reactants [C:1]1([N:7]2[C:15]3[C:10](=[CH:11][CH:12]=[CH:13][CH:14]=3)[CH2:9][C:8]2=[O:16])[CH:6]=[CH:5][CH:4]=[CH:3][CH:2]=1.[OH-:17].[Na+].C([Li])CCC.C1CCCCC1.[CH3:30][O:31][C:32](=O)[O:33]C.Cl, predict the reaction product. The product is: [CH3:30][O:31][C:32]([N:7]([C:1]1[CH:6]=[CH:5][CH:4]=[CH:3][CH:2]=1)[C:15]1[CH:14]=[CH:13][CH:12]=[CH:11][C:10]=1[CH2:9][C:8]([OH:16])=[O:17])=[O:33]. (4) Given the reactants [NH2:1][C@H:2]([CH2:23][CH3:24])[C:3]([NH:5][C:6]1[CH:7]=[N:8][C:9]([O:12][C:13]2[CH:18]=[CH:17][C:16]([CH3:19])=[C:15]([O:20][CH2:21][CH3:22])[CH:14]=2)=[N:10][CH:11]=1)=[O:4].Cl[C:26](Cl)([O:28]C(=O)OC(Cl)(Cl)Cl)Cl, predict the reaction product. The product is: [CH2:23]([C@H:2]1[NH:1][C:26](=[O:28])[N:5]([C:6]2[CH:7]=[N:8][C:9]([O:12][C:13]3[CH:18]=[CH:17][C:16]([CH3:19])=[C:15]([O:20][CH2:21][CH3:22])[CH:14]=3)=[N:10][CH:11]=2)[C:3]1=[O:4])[CH3:24]. (5) The product is: [Cl:14][C:7]1[CH:8]=[C:9]2[C:4](=[CH:5][CH:6]=1)[N:3]=[C:2]([N:15]1[CH2:20][CH2:19][NH:18][CH2:17][CH2:16]1)[N:11]=[C:10]2[NH:12][NH2:13]. Given the reactants Cl[C:2]1[N:11]=[C:10]([NH:12][NH2:13])[C:9]2[C:4](=[CH:5][CH:6]=[C:7]([Cl:14])[CH:8]=2)[N:3]=1.[NH:15]1[CH2:20][CH2:19][NH:18][CH2:17][CH2:16]1, predict the reaction product. (6) Given the reactants NC1SC(CC2C=CC=CC=2)=CC=1C#N.[NH2:16][C:17]1[C:18]2[CH:32]=[C:31]([CH2:33][C:34]3[CH:39]=[CH:38][CH:37]=[CH:36][CH:35]=3)[S:30][C:19]=2N=C(C2OC(C#N)=CC=2)[N:22]=1.[C:40]([C:44]1[S:48][C:47]([C:49]#[N:50])=[CH:46][CH:45]=1)([CH3:43])([CH3:42])[CH3:41].CC1OC(C#N)=CC=1, predict the reaction product. The product is: [CH2:33]([C:31]1[S:30][C:19]2[N:50]=[C:49]([C:47]3[S:48][C:44]([C:40]([CH3:43])([CH3:41])[CH3:42])=[CH:45][CH:46]=3)[N:16]=[C:17]([NH2:22])[C:18]=2[CH:32]=1)[C:34]1[CH:35]=[CH:36][CH:37]=[CH:38][CH:39]=1. (7) Given the reactants [CH3:1][C:2]1[CH:3]=[CH:4][C:5]2[S:9][C:8]([C:10]([OH:12])=[O:11])=[CH:7][C:6]=2[CH:13]=1.C(N1C=CN=C1)(N1C=CN=C1)=O.[C:26](O)([CH3:29])([CH3:28])[CH3:27].N12CCCN=C1CCCCC2, predict the reaction product. The product is: [CH3:1][C:2]1[CH:3]=[CH:4][C:5]2[S:9][C:8]([C:10]([O:12][C:26]([CH3:29])([CH3:28])[CH3:27])=[O:11])=[CH:7][C:6]=2[CH:13]=1.